From a dataset of Catalyst prediction with 721,799 reactions and 888 catalyst types from USPTO. Predict which catalyst facilitates the given reaction. (1) Reactant: [Cl:1][C:2]1[CH:7]=[CH:6][C:5]([N:8]([CH2:22][C:23]#[N:24])[S:9]([C:12]2[CH:17]=[CH:16][C:15]([O:18][CH3:19])=[C:14]([O:20][CH3:21])[CH:13]=2)(=[O:11])=[O:10])=[C:4]([CH2:25][C:26]2[C:31]([F:32])=[CH:30][CH:29]=[CH:28][C:27]=2[F:33])[CH:3]=1.[N:34]([Si](C)(C)C)=[N+:35]=[N-:36].C([Sn](=O)CCCC)CCC. Product: [Cl:1][C:2]1[CH:7]=[CH:6][C:5]([N:8]([CH2:22][C:23]2[NH:36][N:35]=[N:34][N:24]=2)[S:9]([C:12]2[CH:17]=[CH:16][C:15]([O:18][CH3:19])=[C:14]([O:20][CH3:21])[CH:13]=2)(=[O:11])=[O:10])=[C:4]([CH2:25][C:26]2[C:31]([F:32])=[CH:30][CH:29]=[CH:28][C:27]=2[F:33])[CH:3]=1. The catalyst class is: 1. (2) The catalyst class is: 1. Reactant: [C:1]([S@@:5]([N:7]=[C:8]([C:14]([CH3:18])([CH3:17])[CH2:15][F:16])[C:9]([O:11][CH2:12][CH3:13])=[O:10])=[O:6])([CH3:4])([CH3:3])[CH3:2].CCC(C)[BH-](C(C)CC)C(C)CC.[Li+].C1COCC1. Product: [CH3:4][C:1]([CH3:2])([S@@:5]([NH:7][C@@H:8]([C:14]([CH3:18])([CH3:17])[CH2:15][F:16])[C:9]([O:11][CH2:12][CH3:13])=[O:10])=[O:6])[CH3:3]. (3) Reactant: [NH2:1][C:2]1[CH:7]=[CH:6][C:5]([C:8]2[O:12][C:11]([C:13]([NH:15][CH:16]([CH:21]([CH3:23])[CH3:22])[C:17]([O:19][CH3:20])=[O:18])=[O:14])=[N:10][CH:9]=2)=[CH:4][CH:3]=1.[N:24]([C:27]1[CH:32]=[CH:31][CH:30]=[C:29]([C:33]([F:36])([F:35])[F:34])[CH:28]=1)=[C:25]=[O:26]. Product: [CH3:22][CH:21]([CH3:23])[CH:16]([NH:15][C:13]([C:11]1[O:12][C:8]([C:5]2[CH:6]=[CH:7][C:2]([NH:1][C:25]([NH:24][C:27]3[CH:32]=[CH:31][CH:30]=[C:29]([C:33]([F:34])([F:35])[F:36])[CH:28]=3)=[O:26])=[CH:3][CH:4]=2)=[CH:9][N:10]=1)=[O:14])[C:17]([O:19][CH3:20])=[O:18]. The catalyst class is: 1. (4) Reactant: [CH3:1][CH2:2][CH2:3][CH2:4][C:5]1[N:9]([CH2:10][C:11]2[CH:16]=[CH:15][C:14]([C:17]3[C:22]([C:23]4[N:27]=[N:26][N:25](C(C5C=CC=CC=5)(C5C=CC=CC=5)C5C=CC=CC=5)[N:24]=4)=[CH:21][CH:20]=[CH:19][CH:18]=3)=[CH:13][CH:12]=2)[C:8]([CH2:47][OH:48])=[C:7]([Cl:49])[N:6]=1.Cl.[OH-].[Na+]. Product: [CH3:1][CH2:2][CH2:3][CH2:4][C:5]1[N:9]([CH2:10][C:11]2[CH:16]=[CH:15][C:14]([C:17]3[CH:18]=[CH:19][CH:20]=[CH:21][C:22]=3[C:23]3[N:27]=[N:26][NH:25][N:24]=3)=[CH:13][CH:12]=2)[C:8]([CH2:47][OH:48])=[C:7]([Cl:49])[N:6]=1. The catalyst class is: 5. (5) Reactant: [NH2:1][C:2]1[C:10]([C:11]([F:14])([F:13])[F:12])=[CH:9][CH:8]=[CH:7][C:3]=1[C:4]([OH:6])=O.N1[CH:19]=[CH:18]N=C1.C(Cl)(=O)C.Cl.[NH2:25][CH:26]1[CH2:31][CH2:30][C:29](=[O:32])[NH:28][C:27]1=[O:33].P(OC1C=CC=CC=1)(OC1C=CC=CC=1)OC1C=CC=CC=1. Product: [CH3:18][C:19]1[N:25]([CH:26]2[CH2:31][CH2:30][C:29](=[O:32])[NH:28][C:27]2=[O:33])[C:4](=[O:6])[C:3]2[C:2](=[C:10]([C:11]([F:14])([F:13])[F:12])[CH:9]=[CH:8][CH:7]=2)[N:1]=1. The catalyst class is: 47.